Dataset: Catalyst prediction with 721,799 reactions and 888 catalyst types from USPTO. Task: Predict which catalyst facilitates the given reaction. (1) Reactant: [C:1]([C@H:5]1[CH2:10][CH2:9][C@H:8]([O:11][C:12]2[CH:21]=[CH:20][CH:19]=[C:18]3[C:13]=2[CH:14]=[CH:15][C:16]([CH:22]=O)=[CH:17]3)[CH2:7][CH2:6]1)([CH3:4])([CH3:3])[CH3:2].Cl.[CH:25]12[NH:32][CH:29]([CH2:30][CH2:31]1)[CH2:28][CH:27]([C:33]([O:35][CH3:36])=[O:34])[CH2:26]2.[O-]S([O-])(=O)=O.[Na+].[Na+].[BH-](OC(C)=O)(OC(C)=O)OC(C)=O.[Na+]. Product: [C:1]([C@H:5]1[CH2:10][CH2:9][C@H:8]([O:11][C:12]2[CH:21]=[CH:20][CH:19]=[C:18]3[C:13]=2[CH:14]=[CH:15][C:16]([CH2:22][N:32]2[CH:29]4[CH2:30][CH2:31][CH:25]2[CH2:26][CH:27]([C:33]([O:35][CH3:36])=[O:34])[CH2:28]4)=[CH:17]3)[CH2:7][CH2:6]1)([CH3:4])([CH3:3])[CH3:2]. The catalyst class is: 2. (2) Reactant: [Si:1]([O:8][CH:9]1[CH2:12][CH:11]([CH:13]=O)[CH2:10]1)([C:4]([CH3:7])([CH3:6])[CH3:5])([CH3:3])[CH3:2].[N+](=[C:17](P(=O)(OC)OC)C(=O)C)=[N-].C([O-])([O-])=O.[K+].[K+]. Product: [C:4]([Si:1]([O:8][CH:9]1[CH2:12][CH:11]([C:13]#[CH:17])[CH2:10]1)([CH3:3])[CH3:2])([CH3:7])([CH3:6])[CH3:5]. The catalyst class is: 5. (3) Product: [C:1]([O:5][C:6]([NH:8][CH:9]1[CH:14]2[CH2:15][CH:11]([CH2:12][CH:13]2[C:16]([OH:18])=[O:17])[CH2:10]1)=[O:7])([CH3:4])([CH3:2])[CH3:3]. The catalyst class is: 5. Reactant: [C:1]([O:5][C:6]([N:8](C(=O)C(OCC)=O)[CH:9]1[CH:14]2[CH2:15][CH:11]([CH2:12][CH:13]2[C:16]([O:18]C)=[O:17])[CH2:10]1)=[O:7])([CH3:4])([CH3:3])[CH3:2].[OH-].[Na+].Cl.